This data is from Reaction yield outcomes from USPTO patents with 853,638 reactions. The task is: Predict the reaction yield, written as a fraction of the theoretical maximum amount of product (1.0 means a 100% yield; for example, 0.34 means a 34% yield). (1) The reactants are [NH:1]1[CH2:6][CH2:5][CH:4]([NH:7]C(=O)OC(C)(C)C)[CH2:3][CH2:2]1.C(N(CC)CC)C.[F:22][C:23]([F:29])([F:28])[S:24]([Cl:27])(=[O:26])=[O:25].C(OCC)(=O)C. The catalyst is C1COCC1. The product is [ClH:27].[F:22][C:23]([F:29])([F:28])[S:24]([N:1]1[CH2:6][CH2:5][CH:4]([NH2:7])[CH2:3][CH2:2]1)(=[O:26])=[O:25]. The yield is 0.690. (2) The reactants are [O:1]([CH2:8][C:9](Cl)=[O:10])[C:2]1[CH:7]=[CH:6][CH:5]=[CH:4][CH:3]=1.ON1C2C=CC=CC=2N=N1.[CH3:22][O:23][C:24]1[CH:69]=[CH:68][C:27]([C:28]([O:43][CH2:44][C@H:45]2[O:49][C@@H:48]([N:50]3[C:59]4[N:58]=[CH:57][N:56]=[C:54]([NH2:55])[C:53]=4[N:52]=[CH:51]3)[C@H:47]([O:60][Si:61]([C:64]([CH3:67])([CH3:66])[CH3:65])([CH3:63])[CH3:62])[CH2:46]2)([C:37]2[CH:42]=[CH:41][CH:40]=[CH:39][CH:38]=2)[C:29]2[CH:34]=[CH:33][C:32]([O:35][CH3:36])=[CH:31][CH:30]=2)=[CH:26][CH:25]=1.C([O-])(O)=O.[Na+]. The catalyst is CC#N.N1C=CC=CC=1.N1C=CC=CC=1.C(OCC)(=O)C. The product is [CH3:36][O:35][C:32]1[CH:33]=[CH:34][C:29]([C:28]([O:43][CH2:44][C@H:45]2[O:49][C@@H:48]([N:50]3[C:59]4[N:58]=[CH:57][N:56]=[C:54]([NH:55][C:9](=[O:10])[CH2:8][O:1][C:2]5[CH:7]=[CH:6][CH:5]=[CH:4][CH:3]=5)[C:53]=4[N:52]=[CH:51]3)[C@H:47]([O:60][Si:61]([C:64]([CH3:65])([CH3:66])[CH3:67])([CH3:62])[CH3:63])[CH2:46]2)([C:37]2[CH:38]=[CH:39][CH:40]=[CH:41][CH:42]=2)[C:27]2[CH:68]=[CH:69][C:24]([O:23][CH3:22])=[CH:25][CH:26]=2)=[CH:30][CH:31]=1. The yield is 0.760. (3) The reactants are O[C:2]([C:5]1[CH:10]=[C:9]([O:11][CH3:12])[CH:8]=[CH:7][C:6]=1[OH:13])([CH3:4])[CH3:3].C([O-])=O.[NH4+]. The catalyst is CC(O)=O.O.[Pd]. The product is [CH:2]([C:5]1[CH:10]=[C:9]([O:11][CH3:12])[CH:8]=[CH:7][C:6]=1[OH:13])([CH3:4])[CH3:3]. The yield is 0.970. (4) The product is [NH:8]1[CH2:13][CH2:12][CH:11]([NH:14][C:15]2[CH:16]=[CH:17][C:18]([O:21][C:22]([F:23])([F:24])[F:25])=[CH:19][CH:20]=2)[CH2:10][CH2:9]1. The catalyst is C(O)C.[Pd]. The reactants are C([N:8]1[CH2:13][CH2:12][CH:11]([NH:14][C:15]2[CH:20]=[CH:19][C:18]([O:21][C:22]([F:25])([F:24])[F:23])=[CH:17][CH:16]=2)[CH2:10][CH2:9]1)C1C=CC=CC=1.[H][H]. The yield is 0.940. (5) The reactants are [O:1]=[C:2]([NH:17][C@@H:18]1[CH2:22][CH2:21][NH:20][CH2:19]1)[CH2:3][NH:4][C:5](=[O:16])[C:6]1[CH:11]=[CH:10][CH:9]=[C:8]([C:12]([F:15])([F:14])[F:13])[CH:7]=1.CO.[CH3:25][O:26][C:27]1[N:32]=[CH:31][C:30]([N:33]2[CH2:38][CH2:37][C:36](=O)[CH2:35][CH2:34]2)=[CH:29][CH:28]=1.C(O[BH-](OC(=O)C)OC(=O)C)(=O)C.[Na+].C([O-])(O)=O.[Na+]. The catalyst is ClCCl. The product is [CH3:25][O:26][C:27]1[N:32]=[CH:31][C:30]([N:33]2[CH2:38][CH2:37][CH:36]([N:20]3[CH2:21][CH2:22][C@@H:18]([NH:17][C:2](=[O:1])[CH2:3][NH:4][C:5](=[O:16])[C:6]4[CH:11]=[CH:10][CH:9]=[C:8]([C:12]([F:14])([F:15])[F:13])[CH:7]=4)[CH2:19]3)[CH2:35][CH2:34]2)=[CH:29][CH:28]=1. The yield is 0.950. (6) The reactants are [C:1]1([CH2:7][C:8]([OH:10])=O)[CH:6]=[CH:5][CH:4]=[CH:3][CH:2]=1.O=C1N(P(Cl)(N2CCOC2=O)=O)CCO1.C(N(CC)CC)C.[Br:33][C:34]1[C:35]([F:44])=[C:36]2[C:42]([NH2:43])=[CH:41][NH:40][C:37]2=[N:38][CH:39]=1.C([O-])([O-])=O.[Na+].[Na+]. The catalyst is C(Cl)Cl. The product is [Br:33][C:34]1[C:35]([F:44])=[C:36]2[C:42]([NH:43][C:8](=[O:10])[CH2:7][C:1]3[CH:2]=[CH:3][CH:4]=[CH:5][CH:6]=3)=[CH:41][NH:40][C:37]2=[N:38][CH:39]=1. The yield is 0.801. (7) The catalyst is C1CCC(P(C2CCCCC2)C2CCCCC2)CC1.C1CCC(P(C2CCCCC2)C2CCCCC2)CC1.[Cl-].[Cl-].[Pd+2].O1CCOCC1. The yield is 0.680. The reactants are I[C:2]1[C:10]2[C:5](=[CH:6][C:7]([N+:12]([O-:14])=[O:13])=[C:8]([CH3:11])[CH:9]=2)[N:4]([CH:15]2[CH2:20][CH2:19][CH2:18][CH2:17][O:16]2)[N:3]=1.[CH3:21]B1OB(C)OB(C)O1.P([O-])([O-])([O-])=O.[K+].[K+].[K+]. The product is [CH3:21][C:2]1[C:10]2[C:5](=[CH:6][C:7]([N+:12]([O-:14])=[O:13])=[C:8]([CH3:11])[CH:9]=2)[N:4]([CH:15]2[CH2:20][CH2:19][CH2:18][CH2:17][O:16]2)[N:3]=1. (8) The reactants are CCN(CC)CC.O[C@@H:9]([CH3:23])[C@@H:10]([NH:14][C:15]([O:17][CH2:18][CH2:19][CH2:20][CH2:21][CH3:22])=[O:16])[C:11]([OH:13])=[O:12].C1CN([P+](ON2N=NC3C=CC=CC2=3)(N2CCCC2)N2CCCC2)CC1.F[P-](F)(F)(F)(F)F. The catalyst is C(Cl)Cl. The product is [CH2:18]([O:17][C:15](=[O:16])[NH:14][C@H:10]1[C:11](=[O:13])[O:12][C@H:9]1[CH3:23])[CH2:19][CH2:20][CH2:21][CH3:22]. The yield is 0.225.